This data is from Catalyst prediction with 721,799 reactions and 888 catalyst types from USPTO. The task is: Predict which catalyst facilitates the given reaction. (1) Reactant: [C:1]([O:5][C:6]([NH:8][CH2:9][CH2:10][CH2:11][O:12][C:13]1[CH:14]=[C:15]([CH:19]=[CH:20][CH:21]=1)[C:16]([OH:18])=O)=[O:7])([CH3:4])([CH3:3])[CH3:2].CN(C(ON1N=NC2C=CC=CC1=2)=[N+](C)C)C.F[P-](F)(F)(F)(F)F.CCN(C(C)C)C(C)C.Cl.[CH3:56][O:57][C:58](=[O:84])[C@@H:59]([NH:62][C:63]([C:65]1[C:66]([CH3:83])=[N:67][C:68]([NH:72][CH2:73][CH2:74][CH2:75][C:76]2[CH:81]=[CH:80][CH:79]=[C:78]([OH:82])[CH:77]=2)=[N:69][C:70]=1[CH3:71])=[O:64])[CH2:60][NH2:61]. Product: [CH3:56][O:57][C:58](=[O:84])[C@@H:59]([NH:62][C:63]([C:65]1[C:66]([CH3:83])=[N:67][C:68]([NH:72][CH2:73][CH2:74][CH2:75][C:76]2[CH:81]=[CH:80][CH:79]=[C:78]([OH:82])[CH:77]=2)=[N:69][C:70]=1[CH3:71])=[O:64])[CH2:60][NH:61][C:16](=[O:18])[C:15]1[CH:19]=[CH:20][CH:21]=[C:13]([O:12][CH2:11][CH2:10][CH2:9][NH:8][C:6]([O:5][C:1]([CH3:2])([CH3:3])[CH3:4])=[O:7])[CH:14]=1. The catalyst class is: 39. (2) Reactant: [NH2:1][C:2]1[CH:7]=[CH:6][C:5]([C:8]2[CH:9]=[C:10]3[C:16]([C:17]4[N:18]([CH2:22][CH3:23])[N:19]=[CH:20][CH:21]=4)=[CH:15][N:14](COC(=O)C(C)(C)C)[C:11]3=[N:12][CH:13]=2)=[CH:4][C:3]=1[C:32](=[O:36])[N:33]([CH3:35])[CH3:34].[OH-].[Na+].C(=O)(O)[O-].[Na+]. Product: [NH2:1][C:2]1[CH:7]=[CH:6][C:5]([C:8]2[CH:9]=[C:10]3[C:16]([C:17]4[N:18]([CH2:22][CH3:23])[N:19]=[CH:20][CH:21]=4)=[CH:15][NH:14][C:11]3=[N:12][CH:13]=2)=[CH:4][C:3]=1[C:32]([N:33]([CH3:34])[CH3:35])=[O:36]. The catalyst class is: 83.